Dataset: Full USPTO retrosynthesis dataset with 1.9M reactions from patents (1976-2016). Task: Predict the reactants needed to synthesize the given product. (1) Given the product [CH2:11]([O:9][C:8]([C:5]1[CH:4]=[CH:3][C:2]([F:1])=[CH:7][N:6]=1)=[O:10])[CH3:12], predict the reactants needed to synthesize it. The reactants are: [F:1][C:2]1[CH:3]=[CH:4][C:5]([C:8]([OH:10])=[O:9])=[N:6][CH:7]=1.[CH2:11](O)[CH3:12].Cl. (2) The reactants are: [F:1][C:2]1[C:3]([NH:25][C:26]2[CH:27]=[C:28]([N:32](C)[C:33](=O)OC(C)(C)C)[CH:29]=[CH:30][CH:31]=2)=[N:4][C:5]([NH:8][C:9]2[CH:14]=[CH:13][C:12]([O:15][CH2:16][CH2:17][O:18]COCCOC)=[CH:11][CH:10]=2)=[N:6][CH:7]=1.C(Cl)Cl.CO. Given the product [F:1][C:2]1[C:3]([NH:25][C:26]2[CH:31]=[CH:30][CH:29]=[C:28]([NH:32][CH3:33])[CH:27]=2)=[N:4][C:5]([NH:8][C:9]2[CH:10]=[CH:11][C:12]([O:15][CH2:16][CH2:17][OH:18])=[CH:13][CH:14]=2)=[N:6][CH:7]=1, predict the reactants needed to synthesize it. (3) The reactants are: [NH2:1][C@@H:2]([CH2:22][C:23]1[CH:28]=[CH:27][C:26]([CH:29]2[S:33](=[O:35])(=[O:34])[NH:32][C:31](=[O:36])[CH2:30]2)=[C:25]([Br:37])[CH:24]=1)[C:3]([NH:5][CH2:6][CH2:7][CH2:8][CH2:9][O:10][C:11]1[CH:20]=[CH:19][CH:18]=[C:17]([OH:21])[C:12]=1[C:13]([O:15][CH3:16])=[O:14])=[O:4].C(N(CC)C(C)C)(C)C.[N:47]1([C:53](Cl)=[O:54])[CH2:52][CH2:51][O:50][CH2:49][CH2:48]1. Given the product [Br:37][C:25]1[CH:24]=[C:23]([CH2:22][C@H:2]([NH:1][C:53]([N:47]2[CH2:52][CH2:51][O:50][CH2:49][CH2:48]2)=[O:54])[C:3]([NH:5][CH2:6][CH2:7][CH2:8][CH2:9][O:10][C:11]2[CH:20]=[CH:19][CH:18]=[C:17]([OH:21])[C:12]=2[C:13]([O:15][CH3:16])=[O:14])=[O:4])[CH:28]=[CH:27][C:26]=1[CH:29]1[S:33](=[O:34])(=[O:35])[NH:32][C:31](=[O:36])[CH2:30]1, predict the reactants needed to synthesize it. (4) Given the product [F:19][C:20]1[CH:25]=[C:24]([F:26])[CH:23]=[CH:22][C:21]=1[C:27]1[C:28]([C:37]2[CH:38]=[CH:39][C:40]([CH2:41][N:16]3[CH2:17][CH2:18][CH:13]([C:11]4[N:12]=[C:8]([C:4]5[CH:5]=[CH:6][CH:7]=[C:2]([CH3:1])[N:3]=5)[NH:9][N:10]=4)[CH2:14][CH2:15]3)=[CH:43][CH:44]=2)=[N:29][C:30]2[N:31]([N:33]=[C:34]([CH3:36])[N:35]=2)[CH:32]=1, predict the reactants needed to synthesize it. The reactants are: [CH3:1][C:2]1[CH:7]=[CH:6][CH:5]=[C:4]([C:8]2[NH:9][N:10]=[C:11]([CH:13]3[CH2:18][CH2:17][NH:16][CH2:15][CH2:14]3)[N:12]=2)[N:3]=1.[F:19][C:20]1[CH:25]=[C:24]([F:26])[CH:23]=[CH:22][C:21]=1[C:27]1[C:28]([C:37]2[CH:44]=[CH:43][C:40]([CH:41]=O)=[CH:39][CH:38]=2)=[N:29][C:30]2[N:31]([N:33]=[C:34]([CH3:36])[N:35]=2)[CH:32]=1.[BH-](OC(C)=O)(OC(C)=O)OC(C)=O.[Na+].C([O-])(O)=O.[Na+]. (5) Given the product [C:64]([O:68][C:69]([N:71]1[CH2:75][CH:74]([O:76][C:77]2[CH:82]=[CH:81][C:80]([F:83])=[C:79]([F:84])[CH:78]=2)[CH:73]2[N:85]([C:7](=[O:9])[CH:2]([NH:1][C:10]([O:12][CH2:13][C:14]3[CH:19]=[CH:18][CH:17]=[CH:16][CH:15]=3)=[O:11])[C:3]([CH3:4])([CH3:5])[CH3:6])[CH2:86][CH2:87][CH:72]12)=[O:70])([CH3:67])([CH3:65])[CH3:66], predict the reactants needed to synthesize it. The reactants are: [NH:1]([C:10]([O:12][CH2:13][C:14]1[CH:19]=[CH:18][CH:17]=[CH:16][CH:15]=1)=[O:11])[C@H:2]([C:7]([OH:9])=O)[C:3]([CH3:6])([CH3:5])[CH3:4].C1CCC(NC2CCCCC2)CC1.CN(C(ON1N=NC2C=CC=NC1=2)=[N+](C)C)C.F[P-](F)(F)(F)(F)F.CN1CCOCC1.[C:64]([O:68][C:69]([N:71]1[CH2:75][CH:74]([O:76][C:77]2[CH:82]=[CH:81][C:80]([F:83])=[C:79]([F:84])[CH:78]=2)[CH:73]2[NH:85][CH2:86][CH2:87][CH:72]12)=[O:70])([CH3:67])([CH3:66])[CH3:65]. (6) Given the product [O:1]1[CH:5]=[CH:4][CH:3]=[C:2]1[CH:6]([OH:12])[C:7]([O:9][CH2:10][CH3:11])=[O:8], predict the reactants needed to synthesize it. The reactants are: [O:1]1[CH:5]=[CH:4][CH:3]=[C:2]1[C:6](=[O:12])[C:7]([O:9][CH2:10][CH3:11])=[O:8].[BH4-].[Na+].C(O)(=O)C. (7) Given the product [C:22]([C:14]1[C:13]([NH:12][C:9]([C:6]2[S:7][CH:8]=[C:4]([CH:1]3[CH2:3][CH2:2]3)[N:5]=2)=[O:10])=[C:18]([Cl:19])[C:17]([O:20][CH3:21])=[CH:16][CH:15]=1)(=[O:24])[CH3:23], predict the reactants needed to synthesize it. The reactants are: [CH:1]1([C:4]2[N:5]=[C:6]([C:9](Cl)=[O:10])[S:7][CH:8]=2)[CH2:3][CH2:2]1.[NH2:12][C:13]1[C:18]([Cl:19])=[C:17]([O:20][CH3:21])[CH:16]=[CH:15][C:14]=1[C:22](=[O:24])[CH3:23].O. (8) Given the product [Cl:1][C:2]1[CH:3]=[C:4]([C:8]2[C:13]([O:14][CH3:15])=[CH:12][CH:11]=[C:10]([CH2:16][C:17]3[CH:18]=[CH:19][C:20]([N:43]4[CH2:42][CH2:46][CH:45]([OH:25])[CH2:44]4)=[N:21][CH:22]=3)[CH:9]=2)[CH:5]=[CH:6][CH:7]=1, predict the reactants needed to synthesize it. The reactants are: [Cl:1][C:2]1[CH:3]=[C:4]([C:8]2[C:13]([O:14][CH3:15])=[CH:12][CH:11]=[C:10]([CH2:16][C:17]3[CH:18]=[CH:19][C:20](F)=[N:21][CH:22]=3)[CH:9]=2)[CH:5]=[CH:6][CH:7]=1.[N+](C1C=C(B(O)O)C=CC=1)([O-])=[O:25].N12[CH2:46][CH2:45][CH2:44][N:43]=[C:42]1CCCCC2. (9) Given the product [N+:1]([C:4]1[CH:5]=[N:6][N:7]([C:9]2([CH2:12][OH:13])[CH2:10][CH2:11]2)[CH:8]=1)([O-:3])=[O:2], predict the reactants needed to synthesize it. The reactants are: [N+:1]([C:4]1[CH:5]=[N:6][N:7]([C:9]2([C:12](OC)=[O:13])[CH2:11][CH2:10]2)[CH:8]=1)([O-:3])=[O:2].[BH4-].[Li+].O. (10) Given the product [F:26][CH:13]([F:12])[O:14][C:15]1[CH:20]=[CH:19][C:18]([CH2:21][CH2:22][CH:23]2[NH:11][CH2:10][CH2:9][N:4]3[C:3]([CH2:1][CH3:2])=[N:7][C:6]([I:8])=[C:5]23)=[CH:17][C:16]=1[F:25], predict the reactants needed to synthesize it. The reactants are: [CH2:1]([C:3]1[N:4]([CH2:9][CH2:10][NH2:11])[CH:5]=[C:6]([I:8])[N:7]=1)[CH3:2].[F:12][CH:13]([F:26])[O:14][C:15]1[CH:20]=[CH:19][C:18]([CH2:21][CH2:22][CH:23]=O)=[CH:17][C:16]=1[F:25].